From a dataset of Forward reaction prediction with 1.9M reactions from USPTO patents (1976-2016). Predict the product of the given reaction. (1) Given the reactants [C:1]([C:3]1[N:8]=[CH:7][C:6]([N:9]2[C:16](=[O:17])[C:12]3([CH2:15][CH2:14][CH2:13]3)[N:11]([C:18]3[CH:23]=[CH:22][C:21]([S:24]([NH2:27])(=[O:26])=[O:25])=[CH:20][CH:19]=3)[C:10]2=[S:28])=[CH:5][C:4]=1[C:29]([F:32])([F:31])[F:30])#[N:2].S(C1C=CC(C)=CC=1)(O[CH3:37])(=O)=O.C([O-])([O-])=O.[Cs+].[Cs+], predict the reaction product. The product is: [C:1]([C:3]1[N:8]=[CH:7][C:6]([N:9]2[C:16](=[O:17])[C:12]3([CH2:15][CH2:14][CH2:13]3)[N:11]([C:18]3[CH:23]=[CH:22][C:21]([S:24]([NH:27][CH3:37])(=[O:26])=[O:25])=[CH:20][CH:19]=3)[C:10]2=[S:28])=[CH:5][C:4]=1[C:29]([F:32])([F:30])[F:31])#[N:2]. (2) Given the reactants [C:9](O[C:9]([O:11][C:12]([CH3:15])([CH3:14])[CH3:13])=[O:10])([O:11][C:12]([CH3:15])([CH3:14])[CH3:13])=[O:10].C(N(CC)CC)C.[CH2:23]([O:30][CH2:31][C@@H:32]1[NH:37][C:36](=[O:38])[CH2:35][O:34][CH2:33]1)[C:24]1[CH:29]=[CH:28][CH:27]=[CH:26][CH:25]=1.N1C=CN=C1, predict the reaction product. The product is: [C:12]([O:11][C:9]([N:37]1[C:36](=[O:38])[CH2:35][O:34][CH2:33][C@@H:32]1[CH2:31][O:30][CH2:23][C:24]1[CH:29]=[CH:28][CH:27]=[CH:26][CH:25]=1)=[O:10])([CH3:13])([CH3:14])[CH3:15]. (3) Given the reactants [CH3:1][O:2][C:3]1[CH:4]=[CH:5][CH:6]=[C:7]2[C:12]=1[CH2:11][CH:10]([NH:13][CH2:14][CH2:15][CH3:16])[CH2:9][CH2:8]2.[S:17]1[C:21]([CH2:22][C:23](O)=O)=[CH:20][C:19]2[CH:26]=[CH:27][CH:28]=[CH:29][C:18]1=2, predict the reaction product. The product is: [S:17]1[C:21]([CH2:22][CH2:23][N:13]([CH:10]2[CH2:9][CH2:8][C:7]3[C:12](=[C:3]([O:2][CH3:1])[CH:4]=[CH:5][CH:6]=3)[CH2:11]2)[CH2:14][CH2:15][CH3:16])=[CH:20][C:19]2[CH:26]=[CH:27][CH:28]=[CH:29][C:18]1=2. (4) Given the reactants [N:1]1([C:4]2[C:5](=[O:18])[C:6]3[C:7]([CH3:17])=[C:8]([CH2:15][OH:16])[NH:9][C:10]=3[C:11](=[O:14])[C:12]=2[CH3:13])[CH2:3][CH2:2]1.CN(C1C=CC=CN=1)C.[C:28](OC(=O)C)(=[O:30])[CH3:29].[K+].[Br-], predict the reaction product. The product is: [C:28]([O:16][CH2:15][C:8]1[NH:9][C:10]2[C:11](=[O:14])[C:12]([CH3:13])=[C:4]([N:1]3[CH2:3][CH2:2]3)[C:5](=[O:18])[C:6]=2[C:7]=1[CH3:17])(=[O:30])[CH3:29]. (5) Given the reactants [NH2:1][C@@:2]([C:6]1[CH:15]=[CH:14][C:13]2[C:8](=[CH:9][CH:10]=[C:11]([O:16][C@H:17]3[CH2:22][CH2:21][C@@H:20]([C:23]([F:26])([F:25])[F:24])[CH2:19][CH2:18]3)[CH:12]=2)[CH:7]=1)([CH3:5])[CH2:3][OH:4].C[C@@]1(C2C=CC3C(=CC=C(O[C@H]4CC[C@H](C(F)(F)F)CC4)C=3)C=2)COC(=O)N1, predict the reaction product. The product is: [NH2:1][C@@:2]([C:6]1[CH:15]=[CH:14][C:13]2[C:8](=[CH:9][CH:10]=[C:11]([O:16][C@H:17]3[CH2:22][CH2:21][C@H:20]([C:23]([F:24])([F:25])[F:26])[CH2:19][CH2:18]3)[CH:12]=2)[CH:7]=1)([CH3:5])[CH2:3][OH:4].